Task: Predict the reactants needed to synthesize the given product.. Dataset: Full USPTO retrosynthesis dataset with 1.9M reactions from patents (1976-2016) Given the product [ClH:31].[CH2:38]([N:37]([CH3:36])[CH2:6][CH2:7][C:8]1[CH:13]=[CH:12][C:11]([NH:14][C:15]2[N:24]=[CH:23][C:22]3[CH2:21][CH:20]([C:25]4[CH:30]=[CH:29][C:28]([Cl:31])=[CH:27][CH:26]=4)[C:19]4[CH:32]=[CH:33][CH:34]=[CH:35][C:18]=4[C:17]=3[N:16]=2)=[CH:10][CH:9]=1)[CH2:39][CH2:40][CH3:41], predict the reactants needed to synthesize it. The reactants are: CS(O[CH2:6][CH2:7][C:8]1[CH:13]=[CH:12][C:11]([NH:14][C:15]2[N:24]=[CH:23][C:22]3[CH2:21][CH:20]([C:25]4[CH:30]=[CH:29][C:28]([Cl:31])=[CH:27][CH:26]=4)[C:19]4[CH:32]=[CH:33][CH:34]=[CH:35][C:18]=4[C:17]=3[N:16]=2)=[CH:10][CH:9]=1)(=O)=O.[CH3:36][NH:37][CH2:38][CH2:39][CH2:40][CH3:41].